Dataset: Choline transporter screen with 302,306 compounds. Task: Binary Classification. Given a drug SMILES string, predict its activity (active/inactive) in a high-throughput screening assay against a specified biological target. (1) The compound is s1c(NC(=O)c2noc(c2[N+]([O-])=O)C)c(c(c1C(=O)C)C)C(OCC)=O. The result is 0 (inactive). (2) The compound is O=c1c(cn(c2cc(ccc2)C)c(c1)C)C(O)=O. The result is 0 (inactive). (3) The drug is FC(F)(F)c1ccc(CN2c3c(C(=NCC2=O)c2ccccc2)cccc3)cc1. The result is 0 (inactive). (4) The drug is O(C(=O)c1ccc(Nc2nc3c(nc2)cccc3)cc1)CC. The result is 0 (inactive).